The task is: Predict the reactants needed to synthesize the given product.. This data is from Full USPTO retrosynthesis dataset with 1.9M reactions from patents (1976-2016). (1) Given the product [C:1]([O:5][C:6]([N:8]1[CH2:13][CH2:12][CH:11]([N:14]([C:15]2[CH:20]=[CH:19][C:18]([F:21])=[CH:17][CH:16]=2)[CH2:37][C:36]2[CH:39]=[CH:40][CH:41]=[C:34]([C:26]3[CH:27]=[C:28]([O:32][CH3:33])[C:29]([O:30][CH3:31])=[C:24]([O:23][CH3:22])[CH:25]=3)[CH:35]=2)[CH2:10][CH2:9]1)=[O:7])([CH3:4])([CH3:2])[CH3:3], predict the reactants needed to synthesize it. The reactants are: [C:1]([O:5][C:6]([N:8]1[CH2:13][CH2:12][CH:11]([NH:14][C:15]2[CH:20]=[CH:19][C:18]([F:21])=[CH:17][CH:16]=2)[CH2:10][CH2:9]1)=[O:7])([CH3:4])([CH3:3])[CH3:2].[CH3:22][O:23][C:24]1[CH:25]=[C:26]([C:34]2[CH:35]=[C:36]([CH:39]=[CH:40][CH:41]=2)[CH2:37]Cl)[CH:27]=[C:28]([O:32][CH3:33])[C:29]=1[O:30][CH3:31]. (2) Given the product [CH3:30][C:31]1[CH:32]=[CH:33][C:34]([C:37]2[CH:42]=[CH:41][C:40]([CH2:43][NH:44][C:27]([C:23]3[N:24]([CH3:26])[CH:25]=[C:21]([N:3]4[CH2:4][C:5]5[C:10](=[C:9]([C:11]6[CH:12]=[CH:13][C:14]([C:17]([F:20])([F:18])[F:19])=[CH:15][CH:16]=6)[CH:8]=[CH:7][CH:6]=5)[C:2]4=[O:1])[CH:22]=3)=[O:28])=[CH:39][CH:38]=2)=[CH:35][CH:36]=1, predict the reactants needed to synthesize it. The reactants are: [O:1]=[C:2]1[C:10]2[C:5](=[CH:6][CH:7]=[CH:8][C:9]=2[C:11]2[CH:16]=[CH:15][C:14]([C:17]([F:20])([F:19])[F:18])=[CH:13][CH:12]=2)[CH2:4][N:3]1[C:21]1[CH:22]=[C:23]([C:27](O)=[O:28])[N:24]([CH3:26])[CH:25]=1.[CH3:30][C:31]1[CH:36]=[CH:35][C:34]([C:37]2[CH:42]=[CH:41][C:40]([CH2:43][NH2:44])=[CH:39][CH:38]=2)=[CH:33][CH:32]=1.CN(C(ON1N=NC2C=CC=CC1=2)=[N+](C)C)C.[B-](F)(F)(F)F.C(N(C(C)C)C(C)C)C. (3) The reactants are: Cl.[O:2]1[C:6]2([CH2:11][CH2:10][CH:9]([CH:12]([NH2:15])[CH2:13][CH3:14])[CH2:8][CH2:7]2)[O:5][CH2:4][CH2:3]1.[C:16](Cl)(=[O:19])[O:17][CH3:18]. Given the product [O:2]1[C:6]2([CH2:11][CH2:10][CH:9]([CH:12]([NH:15][C:16](=[O:19])[O:17][CH3:18])[CH2:13][CH3:14])[CH2:8][CH2:7]2)[O:5][CH2:4][CH2:3]1, predict the reactants needed to synthesize it. (4) Given the product [Br:1][C:2]1[CH:8]=[C:7]([Cl:9])[CH:6]=[CH:5][C:3]=1[NH:4][C:15]1[CH:16]=[CH:17][C:12]([C:10]#[N:11])=[N:13][CH:14]=1, predict the reactants needed to synthesize it. The reactants are: [Br:1][C:2]1[CH:8]=[C:7]([Cl:9])[CH:6]=[CH:5][C:3]=1[NH2:4].[C:10]([C:12]1[CH:17]=[CH:16][C:15](F)=[CH:14][N:13]=1)#[N:11]. (5) Given the product [CH:46]([C:45]1[C:44]2[C:7](=[C:8]([CH3:21])[C:9]3[C:10]([CH:25]=[CH2:26])=[C:11]([NH2:18])[N:12]=[C:13]([NH2:17])[C:14]=3[C:15]=2[CH3:6])[C:2]([NH2:1])=[N:3][C:4]=1[NH2:24])=[CH2:47], predict the reactants needed to synthesize it. The reactants are: [NH2:1][C:2]1[C:7]2=[C:8]([CH3:21])[C:9]3[C:10](C=O)=[C:11]([NH2:18])[N:12]=[C:13]([NH2:17])[C:14]=3[C:15](C)=[C:6]2C(C=O)=[C:4]([NH2:24])[N:3]=1.[C:25]1(P(C2C=CC=CC=2)C2C=CC=CC=2)C=CC=C[CH:26]=1.[CH2:44]([Li])[CH2:45][CH2:46][CH3:47]. (6) Given the product [Cl:1][C:2]1[N:9]=[C:8]([Cl:10])[C:7]([F:11])=[CH:6][C:3]=1[C:4]([NH2:5])=[O:13], predict the reactants needed to synthesize it. The reactants are: [Cl:1][C:2]1[N:9]=[C:8]([Cl:10])[C:7]([F:11])=[CH:6][C:3]=1[C:4]#[N:5].S(=O)(=O)(O)[OH:13].